From a dataset of Forward reaction prediction with 1.9M reactions from USPTO patents (1976-2016). Predict the product of the given reaction. (1) Given the reactants [CH3:1][O:2][C:3]1[CH:4]=[C:5]([CH2:23][C:24]([O:26]CC)=[O:25])[CH:6]=[CH:7][C:8]=1[O:9][CH2:10][C:11]1[N:12]=[C:13]([C:17]2[CH:22]=[CH:21][CH:20]=[CH:19][CH:18]=2)[O:14][C:15]=1[CH3:16].[OH-].[Na+].O1CCCC1.Cl, predict the reaction product. The product is: [CH3:1][O:2][C:3]1[CH:4]=[C:5]([CH2:23][C:24]([OH:26])=[O:25])[CH:6]=[CH:7][C:8]=1[O:9][CH2:10][C:11]1[N:12]=[C:13]([C:17]2[CH:18]=[CH:19][CH:20]=[CH:21][CH:22]=2)[O:14][C:15]=1[CH3:16]. (2) Given the reactants [C-]#N.[Na+].Br[C:5]1[CH:10]=[CH:9][C:8]([C:11]([C:13]2[CH:18]=[CH:17][CH:16]=[CH:15][CH:14]=2)=[O:12])=[CH:7][CH:6]=1.[CH3:19][NH:20]CCNC.[OH-].[NH4+], predict the reaction product. The product is: [C:11]([C:8]1[CH:9]=[CH:10][C:5]([C:19]#[N:20])=[CH:6][CH:7]=1)(=[O:12])[C:13]1[CH:18]=[CH:17][CH:16]=[CH:15][CH:14]=1. (3) Given the reactants [Br:1][C:2]1[CH:7]=[CH:6][C:5]([S:8](Cl)(=[O:10])=[O:9])=[CH:4][C:3]=1[F:12].[NH2:13][C:14]1[N:19]=[C:18]([NH:20][C:21](=[O:33])[C:22]([NH:25][C:26](=[O:32])[O:27][C:28]([CH3:31])([CH3:30])[CH3:29])([CH3:24])[CH3:23])[CH:17]=[CH:16][C:15]=1[O:34][CH3:35], predict the reaction product. The product is: [Br:1][C:2]1[CH:7]=[CH:6][C:5]([S:8]([NH:13][C:14]2[N:19]=[C:18]([NH:20][C:21](=[O:33])[C:22]([NH:25][C:26](=[O:32])[O:27][C:28]([CH3:29])([CH3:30])[CH3:31])([CH3:24])[CH3:23])[CH:17]=[CH:16][C:15]=2[O:34][CH3:35])(=[O:10])=[O:9])=[CH:4][C:3]=1[F:12].